Predict which catalyst facilitates the given reaction. From a dataset of Catalyst prediction with 721,799 reactions and 888 catalyst types from USPTO. Product: [ClH:1].[ClH:24].[Cl:1][C:2]1[C:3]([NH:8][C:9]([N:11]2[CH2:16][CH2:15][NH:14][CH2:13][CH2:12]2)=[O:10])=[N:4][CH:5]=[CH:6][N:7]=1. Reactant: [Cl:1][C:2]1[C:3]([NH:8][C:9]([N:11]2[CH2:16][CH2:15][N:14](C(OC(C)(C)C)=O)[CH2:13][CH2:12]2)=[O:10])=[N:4][CH:5]=[CH:6][N:7]=1.[ClH:24].CCOC(C)=O. The catalyst class is: 32.